From a dataset of Full USPTO retrosynthesis dataset with 1.9M reactions from patents (1976-2016). Predict the reactants needed to synthesize the given product. (1) Given the product [CH3:1][O:2][C:3]1[CH:4]=[C:5]([S:11]([N:14]2[CH2:18][CH2:17][C@@H:16]([N:19]([CH2:36][CH2:37][CH3:38])[S:20]([C:23]3[CH:28]=[CH:27][C:26]([O:29][CH3:30])=[C:25]([O:31][CH3:32])[CH:24]=3)(=[O:22])=[O:21])[CH2:15]2)(=[O:12])=[O:13])[CH:6]=[CH:7][C:8]=1[O:9][CH3:10], predict the reactants needed to synthesize it. The reactants are: [CH3:1][O:2][C:3]1[CH:4]=[C:5]([S:11]([N:14]2[CH2:18][CH2:17][C@@H:16]([NH:19][S:20]([C:23]3[CH:28]=[CH:27][C:26]([O:29][CH3:30])=[C:25]([O:31][CH3:32])[CH:24]=3)(=[O:22])=[O:21])[CH2:15]2)(=[O:13])=[O:12])[CH:6]=[CH:7][C:8]=1[O:9][CH3:10].Cl.Cl.N1C[CH2:38][C@@H:37](N)[CH2:36]1.C(N(CC)CC)C.COC1C=C(S(Cl)(=O)=O)C=CC=1OC. (2) Given the product [CH2:3]([O:5][C:6]1[CH:24]=[CH:23][C:9]([CH2:10][C:11]2[N:12]([CH2:26][CH2:27][N:28]([CH2:31][CH3:32])[CH2:29][CH3:30])[C:13]3[CH:19]=[C:18]([N+:20]([O-:22])=[O:21])[CH:17]=[CH:16][C:14]=3[N:15]=2)=[CH:8][CH:7]=1)[CH3:4], predict the reactants needed to synthesize it. The reactants are: [H-].[Na+].[CH2:3]([O:5][C:6]1[CH:24]=[CH:23][C:9]([CH2:10][C:11]2[NH:15][C:14]3[CH:16]=[CH:17][C:18]([N+:20]([O-:22])=[O:21])=[CH:19][C:13]=3[N:12]=2)=[CH:8][CH:7]=1)[CH3:4].Cl[CH2:26][CH2:27][N:28]([CH2:31][CH3:32])[CH2:29][CH3:30]. (3) Given the product [CH3:28][O:27][C:24]1[CH:25]=[CH:26][C:21]([CH2:20][N:7]2[CH2:6][C:5]3[CH:9]=[CH:10][C:11]([C:13]([O:15][CH3:16])=[O:14])=[CH:12][C:4]=3[O:3][C@@H:2]([CH3:1])[CH2:8]2)=[CH:22][CH:23]=1, predict the reactants needed to synthesize it. The reactants are: [CH3:1][C@H:2]1[CH2:8][NH:7][CH2:6][C:5]2[CH:9]=[CH:10][C:11]([C:13]([O:15][CH3:16])=[O:14])=[CH:12][C:4]=2[O:3]1.[H-].[Na+].Br[CH2:20][C:21]1[CH:26]=[CH:25][C:24]([O:27][CH3:28])=[CH:23][CH:22]=1. (4) Given the product [N+:1]([C:4]1[CH:5]=[C:6]([O:10][CH2:18][CH2:19][CH3:20])[CH:7]=[CH:8][CH:9]=1)([O-:3])=[O:2], predict the reactants needed to synthesize it. The reactants are: [N+:1]([C:4]1[CH:5]=[C:6]([OH:10])[CH:7]=[CH:8][CH:9]=1)([O-:3])=[O:2].C(=O)([O-])[O-].[K+].[K+].I[CH2:18][CH2:19][CH3:20].[Cl-].[NH4+]. (5) Given the product [Cl:1][C:2]1[CH:9]=[C:8]([N:10]([C@H:22]2[CH2:26][CH2:25][N:24]([CH2:32][C:28]3[NH:27][CH:31]=[CH:30][N:29]=3)[CH2:23]2)[CH2:11][C:12]2[CH:17]=[CH:16][CH:15]=[CH:14][C:13]=2[C:18]([F:19])([F:20])[F:21])[CH:7]=[CH:6][C:3]=1[C:4]#[N:5], predict the reactants needed to synthesize it. The reactants are: [Cl:1][C:2]1[CH:9]=[C:8]([N:10]([C@H:22]2[CH2:26][CH2:25][NH:24][CH2:23]2)[CH2:11][C:12]2[CH:17]=[CH:16][CH:15]=[CH:14][C:13]=2[C:18]([F:21])([F:20])[F:19])[CH:7]=[CH:6][C:3]=1[C:4]#[N:5].[NH:27]1[CH:31]=[CH:30][N:29]=[C:28]1[CH:32]=O.